Predict the reactants needed to synthesize the given product. From a dataset of Full USPTO retrosynthesis dataset with 1.9M reactions from patents (1976-2016). (1) The reactants are: [N:1]([C@H:4]1[C@H:8]([OH:9])[CH2:7][N:6]([C:10]([O:12][C:13]([CH3:16])([CH3:15])[CH3:14])=[O:11])[CH2:5]1)=[N+]=[N-]. Given the product [NH2:1][C@H:4]1[C@H:8]([OH:9])[CH2:7][N:6]([C:10]([O:12][C:13]([CH3:16])([CH3:15])[CH3:14])=[O:11])[CH2:5]1, predict the reactants needed to synthesize it. (2) Given the product [Cl:1][C:2]1[C:3]([OH:26])=[C:4]([CH2:12][N:13]2[CH2:18][CH2:17][N:16]([C:19]([O:21][C:22]([CH3:23])([CH3:25])[CH3:24])=[O:20])[CH2:15][CH2:14]2)[C:5]2[O:9]/[C:8](=[CH:37]\[C:36]3[C:31]4[C:32](=[N:33][C:28]([CH3:27])=[CH:29][CH:30]=4)[NH:34][CH:35]=3)/[C:7](=[O:10])[C:6]=2[CH:11]=1, predict the reactants needed to synthesize it. The reactants are: [Cl:1][C:2]1[C:3]([OH:26])=[C:4]([CH2:12][N:13]2[CH2:18][CH2:17][N:16]([C:19]([O:21][C:22]([CH3:25])([CH3:24])[CH3:23])=[O:20])[CH2:15][CH2:14]2)[C:5]2[O:9][CH2:8][C:7](=[O:10])[C:6]=2[CH:11]=1.[CH3:27][C:28]1[N:33]=[C:32]2[NH:34][CH:35]=[C:36]([CH:37]=O)[C:31]2=[CH:30][CH:29]=1.